From a dataset of Full USPTO retrosynthesis dataset with 1.9M reactions from patents (1976-2016). Predict the reactants needed to synthesize the given product. (1) Given the product [C:1](/[C:3](=[CH:34]\[CH:31]1[CH2:33][CH2:32]1)/[C:4]([N:6]1[CH2:7][CH:8]([N:10]2[CH:14]=[C:13]([C:15]([NH2:17])=[O:16])[C:12]([C:18]3[CH:23]=[CH:22][C:21]([O:24][C:25]4[CH:30]=[CH:29][CH:28]=[CH:27][CH:26]=4)=[CH:20][CH:19]=3)=[N:11]2)[CH2:9]1)=[O:5])#[N:2], predict the reactants needed to synthesize it. The reactants are: [C:1]([CH2:3][C:4]([N:6]1[CH2:9][CH:8]([N:10]2[CH:14]=[C:13]([C:15]([NH2:17])=[O:16])[C:12]([C:18]3[CH:23]=[CH:22][C:21]([O:24][C:25]4[CH:30]=[CH:29][CH:28]=[CH:27][CH:26]=4)=[CH:20][CH:19]=3)=[N:11]2)[CH2:7]1)=[O:5])#[N:2].[CH:31]1([CH:34]=O)[CH2:33][CH2:32]1. (2) Given the product [CH2:14]([O:24][C:25]1[CH:30]=[CH:29][N:28]=[C:27]([CH2:31][S:1][C:2]2[NH:6][C:5]3[CH:7]=[CH:8][CH:9]=[CH:10][C:4]=3[N:3]=2)[C:26]=1[CH3:33])[CH2:15][CH2:16][CH2:17][CH2:18][CH2:19][CH2:20][CH2:21][CH2:22][CH3:23], predict the reactants needed to synthesize it. The reactants are: [SH:1][C:2]1[NH:3][C:4]2[CH:10]=[CH:9][CH:8]=[CH:7][C:5]=2[N:6]=1.C[O-].[Na+].[CH2:14]([O:24][C:25]1[CH:30]=[CH:29][N:28]=[C:27]([CH2:31]Cl)[C:26]=1[CH3:33])[CH2:15][CH2:16][CH2:17][CH2:18][CH2:19][CH2:20][CH2:21][CH2:22][CH3:23].